From a dataset of Reaction yield outcomes from USPTO patents with 853,638 reactions. Predict the reaction yield, written as a fraction of the theoretical maximum amount of product (1.0 means a 100% yield; for example, 0.34 means a 34% yield). (1) The reactants are C[Al](C)C.[Cl-].[NH4+:6].C[O:8][C:9]([C:11]1[C:12]([S:23][CH2:24][C:25]2[CH:30]=[CH:29][C:28]([Cl:31])=[CH:27][CH:26]=2)=[N:13][S:14][C:15]=1[NH:16][C:17]1[N:22]=[CH:21][CH:20]=[CH:19][N:18]=1)=O. No catalyst specified. The product is [Cl:31][C:28]1[CH:29]=[CH:30][C:25]([CH2:24][S:23][C:12]2[C:11]([C:9]([NH2:6])=[O:8])=[C:15]([NH:16][C:17]3[N:22]=[CH:21][CH:20]=[CH:19][N:18]=3)[S:14][N:13]=2)=[CH:26][CH:27]=1. The yield is 0.170. (2) The reactants are [OH:1][C:2]1[N:7]=[CH:6][C:5]([NH:8][C:9](=[O:15])[CH2:10][C:11]([CH3:14])([CH3:13])[CH3:12])=[CH:4][CH:3]=1.[CH3:16][N:17]([C:21]1[CH:26]=[CH:25][CH:24]=[CH:23][CH:22]=1)[C:18](Cl)=[O:19].N12CCN(CC1)CC2.O. The catalyst is O1CCCC1.CCCCCCC. The product is [CH3:13][C:11]([CH3:12])([CH3:14])[CH2:10][C:9]([NH:8][C:5]1[CH:4]=[CH:3][C:2]([O:1][C:18](=[O:19])[N:17]([CH3:16])[C:21]2[CH:26]=[CH:25][CH:24]=[CH:23][CH:22]=2)=[N:7][CH:6]=1)=[O:15]. The yield is 0.790. (3) The reactants are C(OC(=O)[NH:10][C:11]1[C:12]([C:28]([NH:30][C:31]2[CH:32]=[N:33][CH:34]=[CH:35][C:36]=2[N:37]2[CH2:42][C@H:41]([C:43]([F:46])([F:45])[F:44])[CH2:40][C@H:39]([NH:47][C:48]([O:50][C:51]([CH3:54])([CH3:53])[CH3:52])=[O:49])[CH2:38]2)=[O:29])=[N:13][C:14]2[C:19]([CH:20]=1)=[CH:18][CH:17]=[C:16]([C:21]1[CH2:22][CH2:23][N:24]([CH3:27])[CH2:25][CH:26]=1)[CH:15]=2)C1C=CC=CC=1.[H][H]. The catalyst is CO.[Pd]. The product is [NH2:10][C:11]1[C:12]([C:28]([NH:30][C:31]2[CH:32]=[N:33][CH:34]=[CH:35][C:36]=2[N:37]2[CH2:42][C@H:41]([C:43]([F:46])([F:44])[F:45])[CH2:40][C@H:39]([NH:47][C:48](=[O:49])[O:50][C:51]([CH3:53])([CH3:52])[CH3:54])[CH2:38]2)=[O:29])=[N:13][C:14]2[C:19]([CH:20]=1)=[CH:18][CH:17]=[C:16]([CH:21]1[CH2:22][CH2:23][N:24]([CH3:27])[CH2:25][CH2:26]1)[CH:15]=2. The yield is 0.790. (4) The reactants are [NH2:1][C:2]1[C:7]([I:8])=[CH:6][C:5]([CH2:9][C:10](OCC)=[O:11])=[CH:4][C:3]=1[I:15].[NH2:16][OH:17]. The catalyst is O1CCOCC1. The product is [OH:17][NH:16][C:10](=[O:11])[CH2:9][C:5]1[CH:6]=[C:7]([I:8])[C:2]([NH2:1])=[C:3]([I:15])[CH:4]=1. The yield is 0.360. (5) The product is [F:33][C:34]1[CH:35]=[C:36]([C:41]2[C:45]([CH2:46][O:47][C:48]3[CH:56]=[CH:55][C:51]([C:52]([NH:10][C@@H:11]([CH2:3][OH:2])[CH2:7][CH3:6])=[O:54])=[CH:50][N:49]=3)=[C:44]([CH2:57][OH:58])[O:43][N:42]=2)[CH:37]=[CH:38][C:39]=1[F:40]. The reactants are O.[OH:2][C:3]1[C:11]2[N:10]=NN[C:7]=2[CH:6]=CC=1.C(N(C(C)C)C(C)C)C.CCN=C=NCCCN(C)C.Cl.[F:33][C:34]1[CH:35]=[C:36]([C:41]2[C:45]([CH2:46][O:47][C:48]3[CH:56]=[CH:55][C:51]([C:52]([OH:54])=O)=[CH:50][N:49]=3)=[C:44]([CH2:57][OH:58])[O:43][N:42]=2)[CH:37]=[CH:38][C:39]=1[F:40].N[C@H](CC)CO.Cl. The yield is 0.380. The catalyst is C1COCC1.CCCCCCC.C(OCC)(=O)C. (6) The reactants are Cl.[NH2:2][CH2:3][C:4]1[CH:13]=[CH:12][CH:11]=[C:10]2[C:5]=1[C:6](=[O:23])[N:7]([CH:15]1[CH2:20][CH2:19][C:18](=[O:21])[NH:17][C:16]1=[O:22])[C:8]([CH3:14])=[N:9]2.[C:24](Cl)(=[O:31])[CH2:25][CH2:26][CH2:27][CH2:28][CH2:29][CH3:30].C(N(CC)C(C)C)(C)C. The catalyst is C(#N)C. The product is [O:22]=[C:16]1[CH:15]([N:7]2[C:6](=[O:23])[C:5]3[C:10](=[CH:11][CH:12]=[CH:13][C:4]=3[CH2:3][NH:2][C:24](=[O:31])[CH2:25][CH2:26][CH2:27][CH2:28][CH2:29][CH3:30])[N:9]=[C:8]2[CH3:14])[CH2:20][CH2:19][C:18](=[O:21])[NH:17]1. The yield is 0.470.